Dataset: NCI-60 drug combinations with 297,098 pairs across 59 cell lines. Task: Regression. Given two drug SMILES strings and cell line genomic features, predict the synergy score measuring deviation from expected non-interaction effect. Drug 1: C1CC(C1)(C(=O)O)C(=O)O.[NH2-].[NH2-].[Pt+2]. Cell line: SN12C. Synergy scores: CSS=19.5, Synergy_ZIP=0.821, Synergy_Bliss=3.71, Synergy_Loewe=-14.6, Synergy_HSA=2.33. Drug 2: CC=C1C(=O)NC(C(=O)OC2CC(=O)NC(C(=O)NC(CSSCCC=C2)C(=O)N1)C(C)C)C(C)C.